From a dataset of Peptide-MHC class II binding affinity with 134,281 pairs from IEDB. Regression. Given a peptide amino acid sequence and an MHC pseudo amino acid sequence, predict their binding affinity value. This is MHC class II binding data. (1) The peptide sequence is FGQNTGAIAAAEARY. The MHC is HLA-DPA10103-DPB10301 with pseudo-sequence HLA-DPA10103-DPB10301. The binding affinity (normalized) is 0.479. (2) The peptide sequence is MLFRILSLNLIKIK. The MHC is HLA-DPA10201-DPB10501 with pseudo-sequence HLA-DPA10201-DPB10501. The binding affinity (normalized) is 0.179. (3) The peptide sequence is LQIILSGKMAHLRKV. The MHC is DRB1_0901 with pseudo-sequence DRB1_0901. The binding affinity (normalized) is 0.869.